Predict the product of the given reaction. From a dataset of Forward reaction prediction with 1.9M reactions from USPTO patents (1976-2016). (1) Given the reactants [CH2:1]([O:8][C:9]([N:11]1[CH2:15][CH2:14][CH2:13][CH:12]1[C:16]1[NH:20][C:19]2[CH:21]=[CH:22][CH:23]=[CH:24][C:18]=2[N:17]=1)=[O:10])[C:2]1[CH:7]=[CH:6][CH:5]=[CH:4][CH:3]=1.Br[CH2:26][CH2:27][O:28][Si:29]([C:32]([CH3:35])([CH3:34])[CH3:33])([CH3:31])[CH3:30].C([O-])([O-])=O.[Cs+].[Cs+], predict the reaction product. The product is: [CH2:1]([O:8][C:9]([N:11]1[CH2:15][CH2:14][CH2:13][CH:12]1[C:16]1[N:17]([CH2:26][CH2:27][O:28][Si:29]([C:32]([CH3:35])([CH3:34])[CH3:33])([CH3:31])[CH3:30])[C:18]2[CH:24]=[CH:23][CH:22]=[CH:21][C:19]=2[N:20]=1)=[O:10])[C:2]1[CH:3]=[CH:4][CH:5]=[CH:6][CH:7]=1. (2) Given the reactants [NH2:1][C@H:2]1[CH2:7][CH2:6][C@H:5]([CH:8]([NH:22][S:23]([C:26]2[CH:31]=[CH:30][CH:29]=[CH:28][C:27]=2[N+:32]([O-:34])=[O:33])(=[O:25])=[O:24])[CH2:9][N:10]2[C:19]3[C:14](=[CH:15][CH:16]=[C:17]([F:20])[CH:18]=3)[N:13]=[CH:12][C:11]2=[O:21])[CH2:4][CH2:3]1.FC(F)(F)C(O)=O.CCN(C(C)C)C(C)C.[O:51]=[C:52]1[CH2:57][O:56][C:55]2[CH:58]=[N:59][C:60]([CH:62]=O)=[N:61][C:54]=2[NH:53]1.C(O[BH-](OC(=O)C)OC(=O)C)(=O)C.[Na+], predict the reaction product. The product is: [F:20][C:17]1[CH:18]=[C:19]2[C:14]([N:13]=[CH:12][C:11](=[O:21])[N:10]2[CH2:9][CH:8]([NH:22][S:23]([C:26]2[CH:31]=[CH:30][CH:29]=[CH:28][C:27]=2[N+:32]([O-:34])=[O:33])(=[O:25])=[O:24])[C@H:5]2[CH2:6][CH2:7][C@H:2]([NH:1][CH2:62][C:60]3[N:59]=[CH:58][C:55]4[O:56][CH2:57][C:52](=[O:51])[NH:53][C:54]=4[N:61]=3)[CH2:3][CH2:4]2)=[CH:15][CH:16]=1. (3) Given the reactants [F:1][C:2]([F:7])([F:6])[C:3]([OH:5])=[O:4].[F:8][C:9]([F:14])([F:13])[C:10]([OH:12])=[O:11].FC(F)(F)C(O)=O.[Cl:22][C:23]1[CH:24]=[N:25][C:26]2[NH:27][C:28]3[CH:29]=[N:30][CH:31]=[C:32]([CH:54]=3)[CH2:33][CH2:34][C:35]3[CH:43]=[C:39]([NH:40][C:41]=1[N:42]=2)[CH:38]=[CH:37][C:36]=3[NH:44][C:45](=[O:53])[CH2:46][CH:47]1[CH2:52][CH2:51][NH:50][CH2:49][CH2:48]1.[N:55]([C:58]1[CH:63]=[CH:62][C:61]([O:64][CH3:65])=[CH:60][CH:59]=1)=[C:56]=[O:57], predict the reaction product. The product is: [F:1][C:2]([F:7])([F:6])[C:3]([OH:5])=[O:4].[F:8][C:9]([F:14])([F:13])[C:10]([OH:12])=[O:11].[Cl:22][C:23]1[CH:24]=[N:25][C:26]2[NH:27][C:28]3[CH:29]=[N:30][CH:31]=[C:32]([CH:54]=3)[CH2:33][CH2:34][C:35]3[CH:43]=[C:39]([NH:40][C:41]=1[N:42]=2)[CH:38]=[CH:37][C:36]=3[NH:44][C:45](=[O:53])[CH2:46][CH:47]1[CH2:52][CH2:51][N:50]([C:56]([NH:55][C:58]2[CH:63]=[CH:62][C:61]([O:64][CH3:65])=[CH:60][CH:59]=2)=[O:57])[CH2:49][CH2:48]1. (4) Given the reactants [CH2:1]([N:8]1[CH2:12][CH2:11][C@@H:10]([NH:13][C:14]2[CH:19]=[CH:18][C:17](/[CH:20]=[CH:21]/[C:22](O)=[O:23])=[CH:16][CH:15]=2)[CH2:9]1)[C:2]1[CH:7]=[CH:6][CH:5]=[CH:4][CH:3]=1.[O:25]1[CH2:30][CH2:29][CH2:28][CH2:27][CH:26]1[O:31][NH2:32].C1C=CC2N(O)N=NC=2C=1.CCN=C=NCCCN(C)C, predict the reaction product. The product is: [CH2:1]([N:8]1[CH2:12][CH2:11][C@@H:10]([NH:13][C:14]2[CH:15]=[CH:16][C:17](/[CH:20]=[CH:21]/[C:22]([NH:32][O:31][CH:26]3[CH2:27][CH2:28][CH2:29][CH2:30][O:25]3)=[O:23])=[CH:18][CH:19]=2)[CH2:9]1)[C:2]1[CH:3]=[CH:4][CH:5]=[CH:6][CH:7]=1. (5) Given the reactants [Br:1][C:2]1[CH:3]=[C:4]([CH3:11])[C:5]([F:10])=[C:6]([CH2:8]Br)[CH:7]=1.C(=O)(O)[O-:13].[Na+].O, predict the reaction product. The product is: [Br:1][C:2]1[CH:3]=[C:4]([CH3:11])[C:5]([F:10])=[C:6]([CH2:8][OH:13])[CH:7]=1.